From a dataset of Full USPTO retrosynthesis dataset with 1.9M reactions from patents (1976-2016). Predict the reactants needed to synthesize the given product. Given the product [CH2:10]([N:14]([C:6]1[CH:5]=[C:4]([Cl:9])[N:3]=[C:2]([CH3:1])[N:7]=1)[CH2:15][CH3:16])[CH2:11][CH2:12][CH3:13], predict the reactants needed to synthesize it. The reactants are: [CH3:1][C:2]1[N:7]=[C:6](Cl)[CH:5]=[C:4]([Cl:9])[N:3]=1.[CH2:10]([NH:14][CH2:15][CH3:16])[CH2:11][CH2:12][CH3:13].